From a dataset of Full USPTO retrosynthesis dataset with 1.9M reactions from patents (1976-2016). Predict the reactants needed to synthesize the given product. (1) Given the product [C:23]([N:27]1[C:5]2[C:4](=[O:3])[CH2:9][CH2:8][CH2:7][C:6]=2[C:10]([C:11]([O:13][CH2:14][CH3:15])=[O:12])=[N:28]1)([CH3:26])([CH3:25])[CH3:24], predict the reactants needed to synthesize it. The reactants are: C([O:3][C:4]1[C:5](=O)[CH:6]([C:10](=O)[C:11]([O:13][CH2:14][CH3:15])=[O:12])[CH2:7][CH2:8][CH:9]=1)C.C(O)(=O)C.Cl.[C:23]([NH:27][NH2:28])([CH3:26])([CH3:25])[CH3:24]. (2) Given the product [N:1]([CH2:4][C:5]([NH:16][C@@H:15]([C:14]([NH:13][C@@H:12]([C:11]([O:10][CH3:9])=[O:20])[CH3:19])=[O:18])[CH3:17])=[O:7])=[N+:2]=[N-:3], predict the reactants needed to synthesize it. The reactants are: [N:1]([CH2:4][C:5]([OH:7])=O)=[N+:2]=[N-:3].Cl.[CH3:9][O:10][C:11](=[O:20])[C@@H:12]([CH3:19])[NH:13][C:14](=[O:18])[C@@H:15]([CH3:17])[NH2:16].CN(C(ON1N=NC2C=CC=NC1=2)=[N+](C)C)C.F[P-](F)(F)(F)(F)F.CN1CCOCC1. (3) The reactants are: Cl[C:2]1[N:3]=[C:4]2[C:9](=[CH:10][CH:11]=1)[N:8]=[CH:7][C:6]1[CH:12]=[CH:13][C:14](=[O:26])[N:15]([C:16]3[CH:21]=[CH:20][CH:19]=[C:18]([C:22]([F:25])([F:24])[F:23])[CH:17]=3)[C:5]2=1.CC1(C)C(C)(C)OB([C:35]2[CH:36]=[CH:37][C:38]([C:41]#[N:42])=[N:39][CH:40]=2)O1.CC1(C)C(C)(C)OB(C2C=CC(NC(=O)C)=NC=2)O1. Given the product [O:26]=[C:14]1[N:15]([C:16]2[CH:21]=[CH:20][CH:19]=[C:18]([C:22]([F:25])([F:24])[F:23])[CH:17]=2)[C:5]2[C:4]3[C:9](=[CH:10][CH:11]=[C:2]([C:35]4[CH:36]=[CH:37][C:38]([C:41]#[N:42])=[N:39][CH:40]=4)[N:3]=3)[N:8]=[CH:7][C:6]=2[CH:12]=[CH:13]1, predict the reactants needed to synthesize it.